This data is from Reaction yield outcomes from USPTO patents with 853,638 reactions. The task is: Predict the reaction yield, written as a fraction of the theoretical maximum amount of product (1.0 means a 100% yield; for example, 0.34 means a 34% yield). (1) The reactants are [Br:1][C:2]1[CH:7]=[CH:6][C:5]([OH:8])=[CH:4][CH:3]=1.C(=O)([O-])[O-].[K+].[K+].Br[CH2:16][CH2:17][O:18][CH3:19]. The catalyst is CN(C)C=O. The product is [Br:1][C:2]1[CH:7]=[CH:6][C:5]([O:8][CH2:16][CH2:17][O:18][CH3:19])=[CH:4][CH:3]=1. The yield is 0.480. (2) The reactants are [F:1][C:2]([F:12])([F:11])[O:3][C:4]1[CH:10]=[CH:9][C:7]([NH2:8])=[CH:6][CH:5]=1.P(=O)(O)(O)O.[N+]([O-])(O)=O.[N:22]([O-])=O.[Na+].C([O-])(=O)C.[K+].[C:31]([CH2:34][C:35](=[O:37])[CH3:36])(=[O:33])[CH3:32]. The catalyst is O.C(O)C. The product is [F:1][C:2]([F:11])([F:12])[O:3][C:4]1[CH:10]=[CH:9][C:7]([NH:8][N:22]=[C:34]([C:35](=[O:37])[CH3:36])[C:31](=[O:33])[CH3:32])=[CH:6][CH:5]=1. The yield is 0.880. (3) The reactants are [Si:1]([O:8][C@H:9]1[C@:15]2([CH3:16])[C@@H:13]([O:14]2)[CH2:12][C@H:11]([OH:17])[CH2:10]1)([C:4]([CH3:7])([CH3:6])[CH3:5])([CH3:3])[CH3:2].N1C=CN=C1.Cl[Si:24]([CH2:29][CH3:30])([CH2:27][CH3:28])[CH2:25][CH3:26].O. The catalyst is CN(C)C=O. The product is [C:4]([Si:1]([CH3:3])([CH3:2])[O:8][C@@H:9]1[CH2:10][C@@H:11]([O:17][Si:24]([CH2:29][CH3:30])([CH2:27][CH3:28])[CH2:25][CH3:26])[CH2:12][C@H:13]2[C@:15]1([CH3:16])[O:14]2)([CH3:7])([CH3:6])[CH3:5]. The yield is 0.990.